Dataset: Catalyst prediction with 721,799 reactions and 888 catalyst types from USPTO. Task: Predict which catalyst facilitates the given reaction. Reactant: Cl.[CH2:2]1[C:7]2([CH2:12][CH2:11][N:10]([C:13]([O:15][C:16]([CH3:19])([CH3:18])[CH3:17])=[O:14])[CH2:9][CH2:8]2)[CH2:6][NH:5][CH2:4][CH2:3]1.C(=O)([O-])[O-].[Cs+].[Cs+].Br[CH2:27][CH2:28][C:29]#[CH:30]. Product: [CH2:30]([N:5]1[CH2:6][C:7]2([CH2:8][CH2:9][N:10]([C:13]([O:15][C:16]([CH3:19])([CH3:18])[CH3:17])=[O:14])[CH2:11][CH2:12]2)[CH2:2][CH2:3][CH2:4]1)[CH2:29][C:28]#[CH:27]. The catalyst class is: 10.